Dataset: Forward reaction prediction with 1.9M reactions from USPTO patents (1976-2016). Task: Predict the product of the given reaction. Given the reactants [H-].[Na+].[Br:3][C:4]1[CH:5]=[C:6]([CH2:16][C:17]([O:19][CH2:20][CH3:21])=[O:18])[CH:7]=[C:8]([Cl:15])[C:9]=1[O:10][CH2:11][CH:12]1[CH2:14][CH2:13]1.Cl, predict the reaction product. The product is: [Br:3][C:4]1[CH:5]=[C:6]([CH:16]([CH2:4][CH2:9][O:10][CH3:11])[C:17]([O:19][CH2:20][CH3:21])=[O:18])[CH:7]=[C:8]([Cl:15])[C:9]=1[O:10][CH2:11][CH:12]1[CH2:13][CH2:14]1.